This data is from Catalyst prediction with 721,799 reactions and 888 catalyst types from USPTO. The task is: Predict which catalyst facilitates the given reaction. (1) Reactant: C([O:4][C@H:5]1[CH2:29][CH2:28][C@@:27]2([CH3:30])[C@@H:7]([CH2:8][C:9](=[O:32])[C:10]3[C@H:11]4[C@:23]([CH3:31])([CH2:24][CH2:25][C:26]=32)[C@@H:14]([C@H:15]([CH3:22])[CH2:16][CH2:17][CH2:18][CH:19]([CH3:21])[CH3:20])[CH2:13][CH2:12]4)[CH2:6]1)(=O)C.Cl.O. Product: [O:32]=[C:9]1[CH2:8][C@@H:7]2[C@:27]([CH3:30])([CH2:28][CH2:29][C@H:5]([OH:4])[CH2:6]2)[C:26]2[CH2:25][CH2:24][C@@:23]3([CH3:31])[C@@H:11]([CH2:12][CH2:13][C@@H:14]3[C@H:15]([CH3:22])[CH2:16][CH2:17][CH2:18][CH:19]([CH3:21])[CH3:20])[C:10]1=2. The catalyst class is: 494. (2) Reactant: Cl.[C:2]([C:4]1[N:9]=[CH:8][C:7]([C:10]2[C:22]3[C:21]4[C:16](=[CH:17][CH:18]=[CH:19][CH:20]=4)[N:15]([C:23]4[CH:35]=[CH:34][C:26]([C:27]([O:29]C(C)(C)C)=[O:28])=[C:25]([NH:36][CH:37]5[CH2:42][CH2:41][O:40][CH2:39][CH2:38]5)[CH:24]=4)[C:14]=3[CH:13]=[CH:12][CH:11]=2)=[CH:6][CH:5]=1)#[N:3]. Product: [C:2]([C:4]1[N:9]=[CH:8][C:7]([C:10]2[C:22]3[C:21]4[C:16](=[CH:17][CH:18]=[CH:19][CH:20]=4)[N:15]([C:23]4[CH:35]=[CH:34][C:26]([C:27]([OH:29])=[O:28])=[C:25]([NH:36][CH:37]5[CH2:42][CH2:41][O:40][CH2:39][CH2:38]5)[CH:24]=4)[C:14]=3[CH:13]=[CH:12][CH:11]=2)=[CH:6][CH:5]=1)#[N:3]. The catalyst class is: 12. (3) Reactant: [CH2:1]([N:8]1[CH:16]=[C:15]2[C:10]([CH:11]=[C:12]([C:17]3[CH:18]=[C:19]([CH:27]4[O:32][CH2:31][CH:30]5[CH2:33][NH:34][CH2:35][CH2:36][N:29]5[CH2:28]4)[N:20]4[C:25]=3[C:24]([NH2:26])=[N:23][CH:22]=[N:21]4)[CH:13]=[CH:14]2)=[N:9]1)[C:2]1[CH:7]=[CH:6][CH:5]=[CH:4][CH:3]=1.C(N(CC)CC)C.[C:44](OC(=O)C)(=[O:46])[CH3:45]. Product: [C:44]([N:34]1[CH2:35][CH2:36][N:29]2[CH:30]([CH2:31][O:32][CH:27]([C:19]3[N:20]4[C:25]([C:24]([NH2:26])=[N:23][CH:22]=[N:21]4)=[C:17]([C:12]4[CH:13]=[CH:14][C:15]5[C:10]([CH:11]=4)=[N:9][N:8]([CH2:1][C:2]4[CH:7]=[CH:6][CH:5]=[CH:4][CH:3]=4)[CH:16]=5)[CH:18]=3)[CH2:28]2)[CH2:33]1)(=[O:46])[CH3:45]. The catalyst class is: 3. (4) Reactant: [F:1][C:2]1[CH:22]=[CH:21][C:5]([O:6][CH2:7][C:8]2[N:9]=[C:10]3[S:17][C:16]([CH3:18])=[C:15]([CH2:19]O)[N:11]3[C:12](=[O:14])[CH:13]=2)=[CH:4][CH:3]=1.S(Cl)([Cl:25])=O.CN(C)C=O. Product: [Cl:25][CH2:19][C:15]1[N:11]2[C:12](=[O:14])[CH:13]=[C:8]([CH2:7][O:6][C:5]3[CH:21]=[CH:22][C:2]([F:1])=[CH:3][CH:4]=3)[N:9]=[C:10]2[S:17][C:16]=1[CH3:18]. The catalyst class is: 4. (5) Reactant: Cl.[Br:2][C:3]1[CH:8]=[CH:7][C:6]([NH:9]N)=[CH:5][CH:4]=1.[CH3:11][C:12](=O)[CH2:13][CH3:14]. Product: [Br:2][C:3]1[CH:8]=[C:7]2[C:6](=[CH:5][CH:4]=1)[NH:9][C:13]([CH3:14])=[C:12]2[CH3:11]. The catalyst class is: 8. (6) Reactant: [CH:1]1([S:4]([C:7]2[CH:12]=[CH:11][C:10]([C:13](=[N+]=[N-])[C:14]([O:16][CH2:17][CH3:18])=[O:15])=[CH:9][CH:8]=2)(=[O:6])=[O:5])[CH2:3][CH2:2]1.[OH:21][CH:22]1[CH2:27][CH2:26][O:25][CH2:24][CH2:23]1. Product: [CH2:17]([O:16][C:14](=[O:15])[CH:13]([C:10]1[CH:11]=[CH:12][C:7]([S:4]([CH:1]2[CH2:3][CH2:2]2)(=[O:6])=[O:5])=[CH:8][CH:9]=1)[O:21][CH:22]1[CH2:27][CH2:26][O:25][CH2:24][CH2:23]1)[CH3:18]. The catalyst class is: 2. (7) Reactant: [F:1][C:2]1[CH:7]=[CH:6][C:5]([N:8]2[C:12]3[CH:13]=[N:14][CH:15]=[C:16]([C:17]([OH:19])=O)[C:11]=3[CH:10]=[N:9]2)=[CH:4][CH:3]=1.CN(C(ON1N=NC2C=CC=NC1=2)=[N+](C)C)C.F[P-](F)(F)(F)(F)F.C(N(CC)C(C)C)(C)C.FC(F)(F)C(O)=O.[Br:60][C:61]1[CH:66]=[C:65]([C:67]2([NH2:70])[CH2:69][CH2:68]2)[CH:64]=[CH:63][N:62]=1. Product: [Br:60][C:61]1[CH:66]=[C:65]([C:67]2([NH:70][C:17]([C:16]3[C:11]4[CH:10]=[N:9][N:8]([C:5]5[CH:4]=[CH:3][C:2]([F:1])=[CH:7][CH:6]=5)[C:12]=4[CH:13]=[N:14][CH:15]=3)=[O:19])[CH2:68][CH2:69]2)[CH:64]=[CH:63][N:62]=1. The catalyst class is: 3. (8) Reactant: [C:1]([C:4]1[C:22](=[O:23])[C@@:8]2([CH3:24])[C:9]3[C:15]([OH:16])=[CH:14][C:13]([O:17][CH3:18])=[C:12]([C:19]([NH2:21])=[O:20])[C:10]=3[O:11][C:7]2=[CH:6][C:5]=1[OH:25])(=[O:3])[CH3:2].[CH2:26]([C:28]1[CH:37]=[CH:36][C:35]2[C:30](=[CH:31][C:32]([CH3:39])=[CH:33][C:34]=2[F:38])[C:29]=1[CH:40]=O)[CH3:27].C([SiH](CC)CC)C.FC(F)(F)C(O)=O. Product: [C:1]([C:4]1[C:22](=[O:23])[C@@:8]2([CH3:24])[C:9]3[C:15]([OH:16])=[CH:14][C:13]([O:17][CH3:18])=[C:12]([C:19]([NH:21][CH2:40][C:29]4[C:30]5[C:35](=[C:34]([F:38])[CH:33]=[C:32]([CH3:39])[CH:31]=5)[CH:36]=[CH:37][C:28]=4[CH2:26][CH3:27])=[O:20])[C:10]=3[O:11][C:7]2=[CH:6][C:5]=1[OH:25])(=[O:3])[CH3:2]. The catalyst class is: 10. (9) Reactant: [N:1]1([C:5]2([C:12]3[CH:17]=[CH:16][CH:15]=[CH:14][CH:13]=3)[CH2:10][CH2:9][C:8](=O)[CH2:7][CH2:6]2)[CH2:4][CH2:3][CH2:2]1.C(=O)([O-])O.[Na+].Cl.[NH2:24][OH:25]. Product: [N:1]1([C:5]2([C:12]3[CH:17]=[CH:16][CH:15]=[CH:14][CH:13]=3)[CH2:10][CH2:9][C:8](=[N:24][OH:25])[CH2:7][CH2:6]2)[CH2:4][CH2:3][CH2:2]1. The catalyst class is: 24. (10) Reactant: Cl.Cl.[NH2:3][C:4]1[N:9]=[CH:8][N:7]=[C:6]2[N:10]([CH:16]([C:18]3[C:19]([O:31][CH3:32])=[C:20]([CH:27]4[CH2:30][NH:29][CH2:28]4)[C:21]([CH3:26])=[C:22]([CH:25]=3)[C:23]#[N:24])[CH3:17])[N:11]=[C:12]([CH:13]([F:15])[F:14])[C:5]=12.[Si]([O:50][C@@H:51]([CH3:54])[CH:52]=O)(C(C)(C)C)(C1C=CC=CC=1)C1C=CC=CC=1.C(N(CC)CC)C.C(O[BH-](OC(=O)C)OC(=O)C)(=O)C.[Na+].[F-].C([N+](CCCC)(CCCC)CCCC)CCC. Product: [NH2:3][C:4]1[N:9]=[CH:8][N:7]=[C:6]2[N:10]([CH:16]([C:18]3[C:19]([O:31][CH3:32])=[C:20]([CH:27]4[CH2:30][N:29]([CH2:52][C@@H:51]([OH:50])[CH3:54])[CH2:28]4)[C:21]([CH3:26])=[C:22]([CH:25]=3)[C:23]#[N:24])[CH3:17])[N:11]=[C:12]([CH:13]([F:14])[F:15])[C:5]=12. The catalyst class is: 539.